Dataset: Full USPTO retrosynthesis dataset with 1.9M reactions from patents (1976-2016). Task: Predict the reactants needed to synthesize the given product. (1) Given the product [NH2:31][C:7]1[CH:8]=[C:9]([N:12]2[CH:16]=[CH:15][N:14]([C:17]3[CH:22]=[CH:21][C:20]([O:23][C:24]4[CH:25]=[CH:26][CH:27]=[CH:28][CH:29]=4)=[CH:19][CH:18]=3)[C:13]2=[O:30])[CH:10]=[CH:11][C:6]=1[NH:5][CH2:4][CH2:3][N:2]([CH3:34])[CH3:1], predict the reactants needed to synthesize it. The reactants are: [CH3:1][N:2]([CH3:34])[CH2:3][CH2:4][NH:5][C:6]1[CH:11]=[CH:10][C:9]([N:12]2[CH:16]=[CH:15][N:14]([C:17]3[CH:22]=[CH:21][C:20]([O:23][C:24]4[CH:29]=[CH:28][CH:27]=[CH:26][CH:25]=4)=[CH:19][CH:18]=3)[C:13]2=[O:30])=[CH:8][C:7]=1[N+:31]([O-])=O. (2) Given the product [C:19]1([C:27]2[CH:28]=[CH:29][CH:30]=[CH:31][CH:32]=2)[CH:24]=[CH:23][CH:22]=[C:21]([CH2:25][N:1]2[CH:2]([C:9]3[C:14]([O:15][CH3:16])=[CH:13][CH:12]=[CH:11][C:10]=3[O:17][CH3:18])[CH2:3][CH2:4][C:5]2=[O:7])[CH:20]=1, predict the reactants needed to synthesize it. The reactants are: [NH2:1][CH:2]([C:9]1[C:14]([O:15][CH3:16])=[CH:13][CH:12]=[CH:11][C:10]=1[O:17][CH3:18])[CH2:3][CH2:4][C:5]([O:7]C)=O.[C:19]1([C:27]2[CH:32]=[CH:31][CH:30]=[CH:29][CH:28]=2)[CH:24]=[CH:23][CH:22]=[C:21]([CH:25]=O)[CH:20]=1.